From a dataset of Peptide-MHC class I binding affinity with 185,985 pairs from IEDB/IMGT. Regression. Given a peptide amino acid sequence and an MHC pseudo amino acid sequence, predict their binding affinity value. This is MHC class I binding data. (1) The MHC is HLA-A01:01 with pseudo-sequence HLA-A01:01. The peptide sequence is DCKTILKAL. The binding affinity (normalized) is 0. (2) The peptide sequence is RLYPFGSYY. The MHC is HLA-A31:01 with pseudo-sequence HLA-A31:01. The binding affinity (normalized) is 0.680. (3) The binding affinity (normalized) is 0.0847. The MHC is HLA-B27:03 with pseudo-sequence HLA-B27:03. The peptide sequence is SILPISWAY.